Dataset: hERG potassium channel inhibition data for cardiac toxicity prediction from Karim et al.. Task: Regression/Classification. Given a drug SMILES string, predict its toxicity properties. Task type varies by dataset: regression for continuous values (e.g., LD50, hERG inhibition percentage) or binary classification for toxic/non-toxic outcomes (e.g., AMES mutagenicity, cardiotoxicity, hepatotoxicity). Dataset: herg_karim. (1) The result is 1 (blocker). The compound is CN(C(=O)c1ccc(-c2ccc(C(F)(F)F)cc2)cc1)[C@H]1CCN(C(=O)N2CC[C@@H](NCCC(C)(C)c3ccc(Cl)cc3)C2)C1. (2) The compound is Cc1cc(CN(C)C)ccc1C(=O)Cn1ncc(OCc2ccc(Br)cn2)cc1=O. The result is 1 (blocker). (3) The drug is COc1ccc(-c2nnc(C(=O)N3CC(Oc4ccc(CN(C)C)cc4)C3)o2)cc1. The result is 0 (non-blocker). (4) The compound is CC(C(O)c1ccc(O)cc1)N1CCC(Cc2ccccc2)CC1. The result is 1 (blocker).